Dataset: Forward reaction prediction with 1.9M reactions from USPTO patents (1976-2016). Task: Predict the product of the given reaction. (1) Given the reactants [CH2:1]([N:3]([CH3:14])[C:4]1[N:13]=[C:7]2[CH:8]=[C:9]([NH2:12])[CH:10]=[CH:11][N:6]2[N:5]=1)[CH3:2].[CH2:15]([O:17][C:18]([C:20]1[CH:21]=[N:22][N:23]([CH3:28])[C:24]=1[C:25](O)=[O:26])=[O:19])[CH3:16].CCCP(=O)=O.C(N(CC)C(C)C)(C)C, predict the reaction product. The product is: [CH2:15]([O:17][C:18]([C:20]1[CH:21]=[N:22][N:23]([CH3:28])[C:24]=1[C:25](=[O:26])[NH:12][C:9]1[CH:10]=[CH:11][N:6]2[N:5]=[C:4]([N:3]([CH2:1][CH3:2])[CH3:14])[N:13]=[C:7]2[CH:8]=1)=[O:19])[CH3:16]. (2) Given the reactants [OH:1][CH:2]([CH3:10])[C:3]#[C:4][C:5]([O:7][CH2:8][CH3:9])=[O:6], predict the reaction product. The product is: [OH:1][CH:2]([CH3:10])/[CH:3]=[CH:4]/[C:5]([O:7][CH2:8][CH3:9])=[O:6]. (3) Given the reactants C(O)(=O)[C:2]1[CH:7]=[CH:6][CH:5]=[N:4][CH:3]=1.CC[N:12]([CH2:15]C)CC.C1(P(N=[N+]=[N-])(C2C=CC=CC=2)=[O:24])C=CC=CC=1.[CH3:34][O:35][C:36]1[CH:37]=[C:38]([C@@:44]23[CH2:52][CH2:51][C@@H:50]([NH2:53])[CH2:49][C@@H:48]2[N:47]([CH3:54])[CH2:46][CH2:45]3)[CH:39]=[CH:40][C:41]=1[O:42][CH3:43], predict the reaction product. The product is: [CH3:34][O:35][C:36]1[CH:37]=[C:38]([C@@:44]23[CH2:52][CH2:51][C@@H:50]([NH:53][C:15]([NH:12][C:2]4[CH:3]=[N:4][CH:5]=[CH:6][CH:7]=4)=[O:24])[CH2:49][C@@H:48]2[N:47]([CH3:54])[CH2:46][CH2:45]3)[CH:39]=[CH:40][C:41]=1[O:42][CH3:43]. (4) Given the reactants C([O:3][C:4](=[O:36])[C@@H:5]([NH:25][C:26](=[O:35])[C:27]1[C:32]([CH3:33])=[CH:31][CH:30]=[CH:29][C:28]=1[Cl:34])[CH2:6][C:7]1[CH:12]=[CH:11][C:10]([N:13]2[C:21](=[O:22])[C:20]3[C:15](=[CH:16][CH:17]=[CH:18][C:19]=3[CH3:23])[C:14]2=[O:24])=[CH:9][CH:8]=1)C.Cl, predict the reaction product. The product is: [Cl:34][C:28]1[CH:29]=[CH:30][CH:31]=[C:32]([CH3:33])[C:27]=1[C:26]([NH:25][C@@H:5]([CH2:6][C:7]1[CH:12]=[CH:11][C:10]([N:13]2[C:21](=[O:22])[C:20]3[C:15](=[CH:16][CH:17]=[CH:18][C:19]=3[CH3:23])[C:14]2=[O:24])=[CH:9][CH:8]=1)[C:4]([OH:36])=[O:3])=[O:35].